The task is: Predict the reactants needed to synthesize the given product.. This data is from Full USPTO retrosynthesis dataset with 1.9M reactions from patents (1976-2016). (1) Given the product [CH3:1][O:2][C:3](=[O:25])[CH2:4][C:5]1[CH:10]=[C:9]([Br:11])[C:8]([O:12][C:13]2[CH:14]=[C:15]([CH:21]([CH3:23])[CH3:22])[C:16]([O:19][CH3:20])=[C:17]([N+:39]([O-:41])=[O:40])[CH:18]=2)=[C:7]([Br:24])[CH:6]=1, predict the reactants needed to synthesize it. The reactants are: [CH3:1][O:2][C:3](=[O:25])[CH2:4][C:5]1[CH:10]=[C:9]([Br:11])[C:8]([O:12][C:13]2[CH:18]=[CH:17][C:16]([O:19][CH3:20])=[C:15]([CH:21]([CH3:23])[CH3:22])[CH:14]=2)=[C:7]([Br:24])[CH:6]=1.CCCCCCC.C(OCC)(=O)C.[N+:39]([O-])([OH:41])=[O:40]. (2) Given the product [CH3:15][C:14]1([CH3:16])[C:9]2[CH:10]=[CH:11][CH:12]=[CH:13][C:8]=2[NH:7][C:1]2[C:6]1=[CH:5][CH:4]=[CH:3][CH:2]=2, predict the reactants needed to synthesize it. The reactants are: [C:1]1([NH:7][C:8]2[CH:13]=[CH:12][CH:11]=[CH:10][C:9]=2[C:14](O)([CH3:16])[CH3:15])[CH:6]=[CH:5][CH:4]=[CH:3][CH:2]=1. (3) Given the product [CH:1]12[CH2:7][CH:4]([CH:5]=[CH:6]1)[CH2:3][CH:2]2[NH:8][C:9](=[S:10])[NH:11][NH:12][C:19]([C:14]1[CH:15]=[CH:16][CH:17]=[CH:18][N:13]=1)=[O:20], predict the reactants needed to synthesize it. The reactants are: [CH:1]12[CH2:7][CH:4]([CH:5]=[CH:6]1)[CH2:3][CH:2]2[NH:8][C:9]([NH:11][NH2:12])=[S:10].[N:13]1[CH:18]=[CH:17][CH:16]=[CH:15][C:14]=1[C:19](O)=[O:20].C(N=C=NCCCN(C)C)C. (4) Given the product [OH:38][C:5]1[C:6]([C:34]([F:36])([F:35])[F:37])=[C:7]([O:8][CH2:9][C:10]2[CH:15]=[CH:14][C:13]([CH:16]([O:25][CH:26]3[CH2:31][CH2:30][CH2:29][CH2:28][O:27]3)[C:17]3[CH:24]=[CH:23][CH:22]=[C:19]([C:20]4[N:39]=[N:40][NH:41][N:21]=4)[CH:18]=3)=[CH:12][CH:11]=2)[CH:32]=[CH:33][C:4]=1[C:1](=[O:3])[CH3:2], predict the reactants needed to synthesize it. The reactants are: [C:1]([C:4]1[CH:33]=[CH:32][C:7]([O:8][CH2:9][C:10]2[CH:15]=[CH:14][C:13]([CH:16]([O:25][CH:26]3[CH2:31][CH2:30][CH2:29][CH2:28][O:27]3)[C:17]3[CH:18]=[C:19]([CH:22]=[CH:23][CH:24]=3)[C:20]#[N:21])=[CH:12][CH:11]=2)=[C:6]([C:34]([F:37])([F:36])[F:35])[C:5]=1[OH:38])(=[O:3])[CH3:2].[N-:39]=[N+:40]=[N-:41].[Na+].Cl.C(N(CC)CC)C. (5) Given the product [F:1][C:2]1[CH:11]=[C:10]2[C:5]([CH:6]=[C:7]([C:13]3[N:14]=[CH:15][N:16]([C:19]4[CH:24]=[CH:23][CH:22]=[CH:21][CH:20]=4)[CH:17]=3)[C:8](=[O:12])[O:9]2)=[CH:4][CH:3]=1, predict the reactants needed to synthesize it. The reactants are: [F:1][C:2]1[CH:11]=[C:10]2[C:5]([CH:6]=[C:7]([C:13]3[N:14]=[CH:15][NH:16][CH:17]=3)[C:8](=[O:12])[O:9]2)=[CH:4][CH:3]=1.I[C:19]1[CH:24]=[CH:23][CH:22]=[CH:21][CH:20]=1.CN[C@@H]1CCCC[C@H]1NC.C([O-])([O-])=O.[Cs+].[Cs+].